From a dataset of Reaction yield outcomes from USPTO patents with 853,638 reactions. Predict the reaction yield, written as a fraction of the theoretical maximum amount of product (1.0 means a 100% yield; for example, 0.34 means a 34% yield). (1) The reactants are [CH3:1][C:2]1[N:11]([C:12]2[CH:17]=[CH:16][CH:15]=[CH:14][CH:13]=2)[C:10](=[O:18])[C:9]2[C:4](=[CH:5][CH:6]=[CH:7][CH:8]=2)[N:3]=1.[OH:19][C:20]1[C:27]([O:28]C)=[CH:26][CH:25]=[CH:24][C:21]=1[CH:22]=O.[CH3:30]C([O-])=O.[Na+]. The catalyst is CC(O)=O. The product is [OH:28][C:27]1[C:20]([O:19][CH3:30])=[C:21]([CH:22]=[CH:1][C:2]2[N:11]([C:12]3[CH:17]=[CH:16][CH:15]=[CH:14][CH:13]=3)[C:10](=[O:18])[C:9]3[C:4](=[CH:5][CH:6]=[CH:7][CH:8]=3)[N:3]=2)[CH:24]=[CH:25][CH:26]=1. The yield is 0.550. (2) The reactants are [C:1]([C:4]1[C:9](=[O:10])[C:8]([O:11][CH3:12])=[CH:7][N:6]([C:13]2[CH:18]=[C:17]([C:19]3[CH:20]=[N:21][N:22]([CH3:24])[CH:23]=3)[CH:16]=[CH:15][C:14]=2[F:25])[N:5]=1)(=O)[CH3:2].[CH3:26]C(O)=O.[C:30]1([NH:36][NH2:37])[CH:35]=[CH:34][CH:33]=[CH:32][CH:31]=1. The catalyst is COC(OC)N(C)C.Cl. The product is [F:25][C:14]1[CH:15]=[CH:16][C:17]([C:19]2[CH:20]=[N:21][N:22]([CH3:24])[CH:23]=2)=[CH:18][C:13]=1[N:6]1[CH:7]=[C:8]([O:11][CH3:12])[C:9](=[O:10])[C:4]([C:1]2[N:36]([C:30]3[CH:35]=[CH:34][CH:33]=[CH:32][CH:31]=3)[N:37]=[CH:26][CH:2]=2)=[N:5]1. The yield is 0.460. (3) The reactants are [CH2:1]([O:3][C:4]([C:6]1[C:7](=[O:30])[C:8]2[C:13]([C:14]=1[C:15]1[CH:20]=[CH:19][CH:18]=[CH:17][CH:16]=1)=[CH:12][CH:11]=[C:10]([O:21][CH2:22][CH2:23][N:24]1[CH2:29][CH2:28][O:27][CH2:26][CH2:25]1)[CH:9]=2)=[O:5])[CH3:2].[C:31]1([Mg]Cl)[CH:36]=[CH:35][CH:34]=[CH:33][CH:32]=1. The catalyst is C1COCC1. The product is [CH2:1]([O:3][C:4]([C:6]1[C:7]([OH:30])([C:31]2[CH:36]=[CH:35][CH:34]=[CH:33][CH:32]=2)[C:8]2[C:13]([C:14]=1[C:15]1[CH:20]=[CH:19][CH:18]=[CH:17][CH:16]=1)=[CH:12][CH:11]=[C:10]([O:21][CH2:22][CH2:23][N:24]1[CH2:29][CH2:28][O:27][CH2:26][CH2:25]1)[CH:9]=2)=[O:5])[CH3:2]. The yield is 0.440.